This data is from Catalyst prediction with 721,799 reactions and 888 catalyst types from USPTO. The task is: Predict which catalyst facilitates the given reaction. Reactant: C([Li])CCC.CCCCCC.CN(CCN(C)C)C.[CH2:20]([C:22]1[CH:23]=[C:24]2[C:28](=[CH:29][CH:30]=1)[C:27](=O)[CH2:26][CH2:25]2)[CH3:21].[CH2:32]([N:34]1[C:43]2[C:38](=[CH:39][C:40]([CH:44]([CH3:46])[CH3:45])=[CH:41][CH:42]=2)[C:37](=[O:47])C=C1C1OC=CC=1)[CH3:33]. Product: [CH2:20]([C:22]1[CH:23]=[C:24]2[C:28](=[CH:29][CH:30]=1)[C:27]1[N:34]([CH2:32][CH3:33])[C:43]3[CH:42]=[CH:41][C:40]([CH:44]([CH3:45])[CH3:46])=[CH:39][C:38]=3[C:37](=[O:47])[C:26]=1[CH2:25]2)[CH3:21]. The catalyst class is: 683.